This data is from Peptide-MHC class I binding affinity with 185,985 pairs from IEDB/IMGT. The task is: Regression. Given a peptide amino acid sequence and an MHC pseudo amino acid sequence, predict their binding affinity value. This is MHC class I binding data. The peptide sequence is SVLDIISSK. The MHC is HLA-A31:01 with pseudo-sequence HLA-A31:01. The binding affinity (normalized) is 0.314.